Predict the reactants needed to synthesize the given product. From a dataset of Full USPTO retrosynthesis dataset with 1.9M reactions from patents (1976-2016). (1) Given the product [C:8]([C:4]1[CH:3]=[C:2]([NH:1][C:16]2[CH:15]=[C:14]([CH3:19])[N:13]=[C:12]([NH2:11])[N:17]=2)[CH:7]=[CH:6][CH:5]=1)(=[O:10])[CH3:9], predict the reactants needed to synthesize it. The reactants are: [NH2:1][C:2]1[CH:3]=[C:4]([C:8](=[O:10])[CH3:9])[CH:5]=[CH:6][CH:7]=1.[NH2:11][C:12]1[N:17]=[C:16](Cl)[CH:15]=[C:14]([CH3:19])[N:13]=1.Cl.[OH-].[K+]. (2) The reactants are: Br[C:2]1[C:3]([NH:14][C:15]2[C:24]3[C:19](=[CH:20][C:21]([F:26])=[CH:22][C:23]=3[F:25])[N:18]=[C:17]([C:27]3[CH:32]=[CH:31][CH:30]=[CH:29][N:28]=3)[C:16]=2[CH3:33])=[CH:4][C:5]([N:8]2[CH2:13][CH2:12][O:11][CH2:10][CH2:9]2)=[N:6][CH:7]=1.[F:34][C:35]1[C:36](B(O)O)=[CH:37][C:38]([O:41][CH3:42])=[N:39][CH:40]=1.C1(P(C2CCCCC2)C2CCCCC2)CCCCC1.[O-]P([O-])([O-])=O.[K+].[K+].[K+]. Given the product [F:25][C:23]1[CH:22]=[C:21]([F:26])[CH:20]=[C:19]2[C:24]=1[C:15]([NH:14][C:3]1[CH:4]=[C:5]([N:8]3[CH2:13][CH2:12][O:11][CH2:10][CH2:9]3)[N:6]=[CH:7][C:2]=1[C:36]1[C:35]([F:34])=[CH:40][N:39]=[C:38]([O:41][CH3:42])[CH:37]=1)=[C:16]([CH3:33])[C:17]([C:27]1[CH:32]=[CH:31][CH:30]=[CH:29][N:28]=1)=[N:18]2, predict the reactants needed to synthesize it. (3) Given the product [CH3:31][C:30]1[C:25]([O:13][CH2:12][CH2:11][CH2:10][C:9]2[C:5]([CH:2]([CH3:1])[CH2:3][CH3:4])=[N:6][N:7]([C:14]3[CH:19]=[CH:18][C:17]([C:20]([F:23])([F:21])[F:22])=[CH:16][N:15]=3)[CH:8]=2)=[C:26]([CH2:32][C:33]([OH:35])=[O:34])[CH:27]=[CH:28][CH:29]=1, predict the reactants needed to synthesize it. The reactants are: [CH3:1][CH:2]([C:5]1[C:9]([CH2:10][CH2:11][CH2:12][OH:13])=[CH:8][N:7]([C:14]2[CH:19]=[CH:18][C:17]([C:20]([F:23])([F:22])[F:21])=[CH:16][N:15]=2)[N:6]=1)[CH2:3][CH3:4].O[C:25]1[C:30]([CH3:31])=[CH:29][CH:28]=[CH:27][C:26]=1[CH2:32][C:33]([O:35]C)=[O:34].C(P(CCCC)CCCC)CCC.N(C(N1CCCCC1)=O)=NC(N1CCCCC1)=O. (4) Given the product [OH:18][CH2:17][CH2:16][CH2:14][N:1]1[C:9]2[C:4](=[CH:5][CH:6]=[CH:7][CH:8]=2)[C:3]([CH:10]=[CH:11][CH:12]=[O:13])=[CH:2]1, predict the reactants needed to synthesize it. The reactants are: [NH:1]1[C:9]2[C:4](=[CH:5][CH:6]=[CH:7][CH:8]=2)[C:3]([CH:10]=[CH:11][CH:12]=[O:13])=[CH:2]1.[CH2:14]([CH:16]1[O:18][CH2:17]1)Br.[OH-].[K+].C([O-])([O-])=O.[K+].[K+]. (5) Given the product [Br:1][C:2]1[CH:3]=[C:4]([NH2:9])[C:5]([NH2:8])=[N:6][CH:7]=1, predict the reactants needed to synthesize it. The reactants are: [Br:1][C:2]1[CH:3]=[C:4]([N+:9]([O-])=O)[C:5]([NH2:8])=[N:6][CH:7]=1.[Cl-].[NH4+].